This data is from Forward reaction prediction with 1.9M reactions from USPTO patents (1976-2016). The task is: Predict the product of the given reaction. The product is: [C@@H:15]([NH:14][C:6]1[CH:5]=[C:4]([CH:9]=[C:8]([C:10]([F:13])([F:12])[CH3:11])[N:7]=1)[C:3]([OH:19])=[O:2])([CH2:17][CH3:18])[CH3:16]. Given the reactants C[O:2][C:3](=[O:19])[C:4]1[CH:9]=[C:8]([C:10]([F:13])([F:12])[CH3:11])[N:7]=[C:6]([NH:14][C@H:15]([CH2:17][CH3:18])[CH3:16])[CH:5]=1.[OH-].[Li+].Cl, predict the reaction product.